Dataset: Peptide-MHC class I binding affinity with 185,985 pairs from IEDB/IMGT. Task: Regression. Given a peptide amino acid sequence and an MHC pseudo amino acid sequence, predict their binding affinity value. This is MHC class I binding data. The peptide sequence is KTRMEDYYL. The MHC is HLA-A25:01 with pseudo-sequence HLA-A25:01. The binding affinity (normalized) is 0.0847.